From a dataset of Full USPTO retrosynthesis dataset with 1.9M reactions from patents (1976-2016). Predict the reactants needed to synthesize the given product. (1) Given the product [Cl:1][C:2]1[CH:3]=[C:4]([C:8]2[C:12]([NH:13][C:14]([C:16]3[CH:17]=[N:18][N:19]4[CH:24]=[CH:23][CH:22]=[N:21][C:20]=34)=[O:15])=[CH:11][N:10]([CH2:25][C:26]([OH:29])([CH3:28])[CH3:27])[N:9]=2)[CH:5]=[CH:6][CH:7]=1, predict the reactants needed to synthesize it. The reactants are: [Cl:1][C:2]1[CH:3]=[C:4]([C:8]2[C:12]([NH:13][C:14]([C:16]3[CH:17]=[N:18][N:19]4[CH:24]=[CH:23][CH:22]=[N:21][C:20]=34)=[O:15])=[CH:11][NH:10][N:9]=2)[CH:5]=[CH:6][CH:7]=1.[CH3:25][C:26]1([O:29][CH2:28]1)[CH3:27].C(=O)([O-])[O-].[Cs+].[Cs+]. (2) Given the product [CH:22]1([C:20]2[NH:1][C:2]3=[N:7][C:6]([C:8]4[O:9][CH:10]=[CH:11][CH:12]=4)=[C:5]([C:13]4[CH:18]=[CH:17][N:16]=[CH:15][CH:14]=4)[CH:4]=[C:3]3[N:19]=2)[CH2:24][CH2:23]1, predict the reactants needed to synthesize it. The reactants are: [NH2:1][C:2]1[N:7]=[C:6]([C:8]2[O:9][CH:10]=[CH:11][CH:12]=2)[C:5]([C:13]2[CH:18]=[CH:17][N:16]=[CH:15][CH:14]=2)=[CH:4][C:3]=1[NH:19][C:20]([CH:22]1[CH2:24][CH2:23]1)=O. (3) Given the product [Cl:24][C:16]1[C:17]([Cl:23])=[CH:18][C:19]2[C@@H:20]3[CH2:21][CH2:22][NH:9][CH2:10][CH2:11][C@H:12]3[NH:13][C:14]=2[CH:15]=1, predict the reactants needed to synthesize it. The reactants are: C([N:9]1[CH2:22][CH2:21][CH:20]2[CH:12]([NH:13][C:14]3[CH:15]=[C:16]([Cl:24])[C:17]([Cl:23])=[CH:18][C:19]=32)[CH2:11][CH2:10]1)(=O)C1C=CC=CC=1.[OH-].[K+].C(O)CO. (4) Given the product [N:7]1([CH2:13][CH2:12][CH2:11][CH2:10][CH2:9][NH2:8])[CH2:6][CH2:5][CH2:4][CH2:3][CH2:2]1, predict the reactants needed to synthesize it. The reactants are: Cl[CH2:2][CH2:3][CH2:4][CH2:5][C:6]#[N:7].[NH:8]1[CH2:13][CH2:12][CH2:11][CH2:10][CH2:9]1.C(=O)([O-])[O-].[K+].[K+].[I-].[K+].[H-].[Al+3].[Li+].[H-].[H-].[H-].[Na].C(C(C(C([O-])=O)O)O)([O-])=O.[K+].[K+]. (5) Given the product [CH2:1]([N:13]1[C:21]2[C:16]3[C:17](=[C:22]([C:25]4[C:26]5[C:27]6[C:31](=[CH:32][CH:33]=4)[N:30]([CH2:34][CH2:35][CH2:36][CH2:37][CH2:38][CH2:39][CH2:40][CH2:41][CH2:42][CH2:43][CH2:44][CH3:45])[C:29](=[O:46])[C:28]=6[CH:47]=[CH:48][CH:49]=5)[CH:23]=[CH:24][C:15]=3[C:14]1=[O:50])[C:18]([Br:55])=[CH:19][CH:20]=2)[CH2:2][CH2:3][CH2:4][CH2:5][CH2:6][CH2:7][CH2:8][CH2:9][CH2:10][CH2:11][CH3:12], predict the reactants needed to synthesize it. The reactants are: [CH2:1]([N:13]1[C:21]2[C:16]3[C:17](=[C:22]([C:25]4[C:26]5[C:27]6[C:31](=[CH:32][CH:33]=4)[N:30]([CH2:34][CH2:35][CH2:36][CH2:37][CH2:38][CH2:39][CH2:40][CH2:41][CH2:42][CH2:43][CH2:44][CH3:45])[C:29](=[O:46])[C:28]=6[CH:47]=[CH:48][CH:49]=5)[CH:23]=[CH:24][C:15]=3[C:14]1=[O:50])[CH:18]=[CH:19][CH:20]=2)[CH2:2][CH2:3][CH2:4][CH2:5][CH2:6][CH2:7][CH2:8][CH2:9][CH2:10][CH2:11][CH3:12].C(Cl)(Cl)Cl.[Br:55]Br. (6) The reactants are: [Cl:1][C:2]1[CH:7]=[CH:6][C:5]([C@H:8]([NH:11][CH:12]=O)[CH2:9][CH3:10])=[C:4]([F:14])[C:3]=1[C:15]([C:17]1[CH:18]=[N:19][CH:20]=[CH:21][CH:22]=1)=[O:16].N1CCNCC1. Given the product [Cl:1][C:2]1[C:3]([CH:15]([C:17]2[CH:18]=[N:19][CH:20]=[CH:21][CH:22]=2)[OH:16])=[C:4]([F:14])[C:5]([C@H:8]([NH:11][CH3:12])[CH2:9][CH3:10])=[CH:6][CH:7]=1, predict the reactants needed to synthesize it. (7) Given the product [Cl:8][C:6]1[CH:5]=[CH:4][C:3]([S:9][CH2:12][C:13]2[CH:14]=[N:15][CH:16]=[CH:17][CH:18]=2)=[C:2]([NH:1][S:28]([C:20]2[O:19][C:23]3[CH:24]=[CH:25][CH:26]=[CH:27][C:22]=3[CH:21]=2)(=[O:29])=[O:30])[CH:7]=1, predict the reactants needed to synthesize it. The reactants are: [NH2:1][C:2]1[CH:7]=[C:6]([Cl:8])[CH:5]=[CH:4][C:3]=1[SH:9].Br.Br[CH2:12][C:13]1[CH:14]=[N:15][CH:16]=[CH:17][CH:18]=1.[O:19]1[C:23]2[CH:24]=[CH:25][CH:26]=[CH:27][C:22]=2[CH:21]=[C:20]1[S:28](Cl)(=[O:30])=[O:29]. (8) Given the product [F:19][C:20]1[CH:21]=[CH:22][C:23]([S:26]([N:29]([CH:30]([CH3:32])[CH3:31])[CH2:33][C:34]([NH:16][CH2:15][C:11]2[CH:10]=[C:9]([C:6]3[CH:7]=[N:8][C:3]([C:2]([F:1])([F:17])[F:18])=[CH:4][CH:5]=3)[CH:14]=[CH:13][N:12]=2)=[O:35])(=[O:27])=[O:28])=[CH:24][CH:25]=1, predict the reactants needed to synthesize it. The reactants are: [F:1][C:2]([F:18])([F:17])[C:3]1[N:8]=[CH:7][C:6]([C:9]2[CH:14]=[CH:13][N:12]=[C:11]([CH2:15][NH2:16])[CH:10]=2)=[CH:5][CH:4]=1.[F:19][C:20]1[CH:25]=[CH:24][C:23]([S:26]([N:29]([CH2:33][C:34](O)=[O:35])[CH:30]([CH3:32])[CH3:31])(=[O:28])=[O:27])=[CH:22][CH:21]=1.CN(C(ON1N=NC2C=CC=NC1=2)=[N+](C)C)C.F[P-](F)(F)(F)(F)F.C(N(CC)C(C)C)(C)C.OS([O-])(=O)=O.[K+]. (9) The reactants are: Cl[C:2]1[C:7]([C:8]#[N:9])=[C:6]([CH2:10][O:11][CH3:12])[N:5]=[C:4]([NH:13][C:14]([NH:16][C@@H:17]([C:19]2[CH:24]=[CH:23][CH:22]=[CH:21][CH:20]=2)[CH3:18])=[O:15])[CH:3]=1.O.[NH2:26][NH2:27]. Given the product [NH2:9][C:8]1[C:7]2[C:6]([CH2:10][O:11][CH3:12])=[N:5][C:4]([NH:13][C:14]([NH:16][C@@H:17]([C:19]3[CH:24]=[CH:23][CH:22]=[CH:21][CH:20]=3)[CH3:18])=[O:15])=[CH:3][C:2]=2[NH:27][N:26]=1, predict the reactants needed to synthesize it. (10) Given the product [ClH:1].[NH2:17][C@H:13]1[CH2:12][CH2:11][S:10][C@H:9]2[CH2:8][CH2:7][CH2:6][C@@H:5]([CH2:4][O:3][CH3:2])[N:15]2[C:14]1=[O:16], predict the reactants needed to synthesize it. The reactants are: [ClH:1].[CH3:2][O:3][CH2:4][C@H:5]1[N:15]2[C@@H:9]([S:10][CH2:11][CH2:12][C@H:13]([NH:17]C(=O)OC(C)(C)C)[C:14]2=[O:16])[CH2:8][CH2:7][CH2:6]1.